This data is from Forward reaction prediction with 1.9M reactions from USPTO patents (1976-2016). The task is: Predict the product of the given reaction. (1) Given the reactants C([O:8][C:9](=[O:43])[CH2:10][C:11]([O:14][C:15]([O:17][CH:18]([N:20]1[N:24]=[C:23]([C:25]#[N:26])[C:22]([C:27]2[CH:32]=[CH:31][C:30]([C:33]3[N:38]=[C:37]([C:39]([F:42])([F:41])[F:40])[CH:36]=[CH:35][N:34]=3)=[CH:29][CH:28]=2)=[N:21]1)[CH3:19])=[O:16])([CH3:13])[CH3:12])C1C=CC=CC=1, predict the reaction product. The product is: [C:25]([C:23]1[C:22]([C:27]2[CH:32]=[CH:31][C:30]([C:33]3[N:38]=[C:37]([C:39]([F:42])([F:41])[F:40])[CH:36]=[CH:35][N:34]=3)=[CH:29][CH:28]=2)=[N:21][N:20]([CH:18]([O:17][C:15]([O:14][C:11]([CH3:12])([CH3:13])[CH2:10][C:9]([OH:43])=[O:8])=[O:16])[CH3:19])[N:24]=1)#[N:26]. (2) Given the reactants [CH3:1][C:2]1[CH:7]=[CH:6][C:5]([S:8]([NH:11][CH2:12][CH2:13][C:14]2[CH:19]=[CH:18][C:17]([N+:20]([O-])=O)=[CH:16][CH:15]=2)(=[O:10])=[O:9])=[CH:4][CH:3]=1, predict the reaction product. The product is: [NH2:20][C:17]1[CH:18]=[CH:19][C:14]([CH2:13][CH2:12][NH:11][S:8]([C:5]2[CH:6]=[CH:7][C:2]([CH3:1])=[CH:3][CH:4]=2)(=[O:10])=[O:9])=[CH:15][CH:16]=1.